Dataset: NCI-60 drug combinations with 297,098 pairs across 59 cell lines. Task: Regression. Given two drug SMILES strings and cell line genomic features, predict the synergy score measuring deviation from expected non-interaction effect. (1) Drug 1: CC1=C(C=C(C=C1)C(=O)NC2=CC(=CC(=C2)C(F)(F)F)N3C=C(N=C3)C)NC4=NC=CC(=N4)C5=CN=CC=C5. Drug 2: CCC1=C2CN3C(=CC4=C(C3=O)COC(=O)C4(CC)O)C2=NC5=C1C=C(C=C5)O. Cell line: A549. Synergy scores: CSS=13.7, Synergy_ZIP=3.62, Synergy_Bliss=6.96, Synergy_Loewe=-57.4, Synergy_HSA=-2.26. (2) Drug 1: CCCS(=O)(=O)NC1=C(C(=C(C=C1)F)C(=O)C2=CNC3=C2C=C(C=N3)C4=CC=C(C=C4)Cl)F. Drug 2: CC1=C(C(=O)C2=C(C1=O)N3CC4C(C3(C2COC(=O)N)OC)N4)N. Cell line: KM12. Synergy scores: CSS=20.4, Synergy_ZIP=1.12, Synergy_Bliss=5.37, Synergy_Loewe=-19.2, Synergy_HSA=2.54.